From a dataset of Reaction yield outcomes from USPTO patents with 853,638 reactions. Predict the reaction yield, written as a fraction of the theoretical maximum amount of product (1.0 means a 100% yield; for example, 0.34 means a 34% yield). (1) The catalyst is CN(C=O)C.O. The product is [Cl:1][C:2]1[CH:7]=[CH:6][CH:5]=[CH:4][C:3]=1[CH:8]([CH2:15][CH2:16][CH2:17][C:18]([O:20][CH2:21][CH3:22])=[O:19])[C:9]([O:11][CH2:12][CH3:13])=[O:10]. The reactants are [Cl:1][C:2]1[CH:7]=[CH:6][CH:5]=[CH:4][C:3]=1[CH2:8][C:9]([O:11][CH2:12][CH3:13])=[O:10].Br[CH2:15][CH2:16][CH2:17][C:18]([O:20][CH2:21][CH3:22])=[O:19].C([O-])([O-])=O.[Cs+].[Cs+].C(OCC)(=O)C. The yield is 1.00. (2) The reactants are Cl[C:2]1[N:7]=[C:6]([C:8]2[CH:13]=[CH:12][C:11]([F:14])=[C:10]([Cl:15])[CH:9]=2)[C:5]([CH:16]2[CH2:18][CH2:17]2)=[CH:4][N:3]=1.[CH3:19][N:20]1[CH2:25][CH2:24][N:23]([CH2:26][C:27]2[CH:33]=[CH:32][C:30]([NH2:31])=[CH:29][CH:28]=2)[CH2:22][CH2:21]1. The catalyst is C(Cl)Cl.CO. The product is [Cl:15][C:10]1[CH:9]=[C:8]([C:6]2[C:5]([CH:16]3[CH2:18][CH2:17]3)=[CH:4][N:3]=[C:2]([NH:31][C:30]3[CH:29]=[CH:28][C:27]([CH2:26][N:23]4[CH2:22][CH2:21][N:20]([CH3:19])[CH2:25][CH2:24]4)=[CH:33][CH:32]=3)[N:7]=2)[CH:13]=[CH:12][C:11]=1[F:14]. The yield is 0.510. (3) The reactants are [CH2:1]([C@@:5]1([CH2:28][CH3:29])[NH:11][C@@H:10]([C:12]2[CH:17]=[CH:16][CH:15]=[CH:14][CH:13]=2)[C:9]2[CH:18]=[C:19]([O:24][CH3:25])[C:20]([CH2:22][OH:23])=[CH:21][C:8]=2[S:7](=[O:27])(=[O:26])[CH2:6]1)[CH2:2][CH2:3][CH3:4].CC(OI1(OC(C)=O)(OC(C)=O)OC(=O)C2C=CC=CC1=2)=O. The catalyst is C(Cl)Cl. The product is [CH2:1]([C@@:5]1([CH2:28][CH3:29])[NH:11][C@@H:10]([C:12]2[CH:13]=[CH:14][CH:15]=[CH:16][CH:17]=2)[C:9]2[CH:18]=[C:19]([O:24][CH3:25])[C:20]([CH:22]=[O:23])=[CH:21][C:8]=2[S:7](=[O:26])(=[O:27])[CH2:6]1)[CH2:2][CH2:3][CH3:4]. The yield is 0.850. (4) The reactants are [Cl:1][C:2]1[CH:3]=[C:4]([C:8]2[C:17]3[C:12](=[CH:13][CH:14]=[C:15]([CH:18]([C:21]4[CH:26]=[CH:25][C:24]([I:27])=[CH:23][CH:22]=4)[C:19]#[N:20])[CH:16]=3)[N:11]=[C:10]([NH:28][NH2:29])[N:9]=2)[CH:5]=[CH:6][CH:7]=1.Cl.C1COCC1.[N:36]([O-])=O.[Na+]. The product is [Cl:1][C:2]1[CH:3]=[C:4]([C:8]2[C:17]3[C:12](=[CH:13][CH:14]=[C:15]([CH:18]([C:21]4[CH:26]=[CH:25][C:24]([I:27])=[CH:23][CH:22]=4)[C:19]#[N:20])[CH:16]=3)[N:11]3[N:36]=[N:29][N:28]=[C:10]3[N:9]=2)[CH:5]=[CH:6][CH:7]=1. The catalyst is O. The yield is 0.550.